From a dataset of Full USPTO retrosynthesis dataset with 1.9M reactions from patents (1976-2016). Predict the reactants needed to synthesize the given product. (1) Given the product [ClH:32].[NH:8]1[CH2:13][CH2:12][CH:11]([CH2:14][O:15][C:16]2[CH:21]=[CH:20][C:19]([C:22]3[N:23]=[CH:24][C:25]([C:28]([O:30][CH3:31])=[O:29])=[N:26][CH:27]=3)=[CH:18][CH:17]=2)[CH2:10][CH2:9]1, predict the reactants needed to synthesize it. The reactants are: C(OC([N:8]1[CH2:13][CH2:12][CH:11]([CH2:14][O:15][C:16]2[CH:21]=[CH:20][C:19]([C:22]3[N:23]=[CH:24][C:25]([C:28]([O:30][CH3:31])=[O:29])=[N:26][CH:27]=3)=[CH:18][CH:17]=2)[CH2:10][CH2:9]1)=O)(C)(C)C.[ClH:32].O1CCOCC1. (2) Given the product [OH:17][CH:16]([C:13]1[CH:14]=[CH:15][C:10]2[O:9][CH2:8][C:7](=[O:18])[N:6]([CH2:5][CH2:4][CH2:3][O:2][CH3:1])[C:11]=2[CH:12]=1)[CH3:19], predict the reactants needed to synthesize it. The reactants are: [CH3:1][O:2][CH2:3][CH2:4][CH2:5][N:6]1[C:11]2[CH:12]=[C:13]([CH:16]=[O:17])[CH:14]=[CH:15][C:10]=2[O:9][CH2:8][C:7]1=[O:18].[CH3:19][Mg]Br. (3) Given the product [Br:2][C:3]1[CH:11]=[CH:10][CH:9]=[C:8]2[C:4]=1[CH2:5][CH2:6][C@@H:7]2[NH:12][C:20](=[O:21])[O:22][C:23]([CH3:26])([CH3:25])[CH3:24], predict the reactants needed to synthesize it. The reactants are: Cl.[Br:2][C:3]1[CH:11]=[CH:10][CH:9]=[C:8]2[C:4]=1[CH2:5][CH2:6][C@@H:7]2[NH2:12].C(N(CC)CC)C.[C:20](O[C:20]([O:22][C:23]([CH3:26])([CH3:25])[CH3:24])=[O:21])([O:22][C:23]([CH3:26])([CH3:25])[CH3:24])=[O:21]. (4) Given the product [NH:1]1[C:5]2[CH:6]=[CH:7][CH:8]=[CH:9][C:4]=2[N:3]=[C:2]1[N:10]([CH2:21][C:22]1[CH:31]=[CH:30][C:25]([C:26]([OH:28])=[O:27])=[CH:24][CH:23]=1)[CH:11]1[CH2:16][CH2:15][CH:14]([C:17]([CH3:18])([CH3:19])[CH3:20])[CH2:13][CH2:12]1, predict the reactants needed to synthesize it. The reactants are: [NH:1]1[C:5]2[CH:6]=[CH:7][CH:8]=[CH:9][C:4]=2[N:3]=[C:2]1[N:10]([CH2:21][C:22]1[CH:31]=[CH:30][C:25]([C:26]([O:28]C)=[O:27])=[CH:24][CH:23]=1)[CH:11]1[CH2:16][CH2:15][CH:14]([C:17]([CH3:20])([CH3:19])[CH3:18])[CH2:13][CH2:12]1.[Li+].[OH-].